From a dataset of Reaction yield outcomes from USPTO patents with 853,638 reactions. Predict the reaction yield, written as a fraction of the theoretical maximum amount of product (1.0 means a 100% yield; for example, 0.34 means a 34% yield). (1) The reactants are C(O[C:6]([N:8]1[CH2:13][CH2:12][N:11]([C:14](OC(C)(C)C)=O)[CH2:10][C@@H:9]1[CH2:21][OH:22])=O)(C)(C)C.[H-].[H-].[H-].[H-].[Li+].[Al+3]. The catalyst is C1COCC1. The product is [CH3:6][N:8]1[CH2:13][CH2:12][N:11]([CH3:14])[CH2:10][C@@H:9]1[CH2:21][OH:22]. The yield is 0.620. (2) The reactants are FC(F)(F)C(O)=O.C(OC([NH:15][C@@H:16]([CH2:21][C:22]1[CH:27]=[CH:26][C:25]([O:28][C:29](=[O:34])[NH:30][CH:31]([CH3:33])[CH3:32])=[CH:24][CH:23]=1)[C:17]([O:19][CH3:20])=[O:18])=O)(C)(C)C. The catalyst is C(Cl)Cl. The product is [NH2:15][C@@H:16]([CH2:21][C:22]1[CH:27]=[CH:26][C:25]([O:28][C:29]([NH:30][CH:31]([CH3:33])[CH3:32])=[O:34])=[CH:24][CH:23]=1)[C:17]([O:19][CH3:20])=[O:18]. The yield is 1.00. (3) The catalyst is CN(C)C=O. The product is [CH:1]1([N:7]2[C:12]([OH:13])=[C:11]([C:14]([NH:16][CH2:17][C:18]([OH:20])=[O:19])=[O:15])[C:10](=[O:23])[N:9]([CH2:34][C:33]3[CH:36]=[CH:37][CH:38]=[CH:39][C:32]=3[F:31])[C:8]2=[O:24])[CH2:2][CH2:3][CH2:4][CH2:5][CH2:6]1. The yield is 0.390. The reactants are [CH:1]1([N:7]2[C:12]([OH:13])=[C:11]([C:14]([NH:16][CH2:17][C:18]([O:20]CC)=[O:19])=[O:15])[C:10](=[O:23])[NH:9][C:8]2=[O:24])[CH2:6][CH2:5][CH2:4][CH2:3][CH2:2]1.C(=O)([O-])[O-].[K+].[K+].[F:31][C:32]1[CH:39]=[CH:38][CH:37]=[CH:36][C:33]=1[CH2:34]Br.Cl. (4) The reactants are [C:1]([C:5]1[CH:10]=[C:9]([C:11]([F:14])([F:13])[F:12])[C:8]([N+:15]([O-])=O)=[CH:7][C:6]=1[O:18][CH3:19])([CH3:4])([CH3:3])[CH3:2].C([O-])=O.[NH4+]. The catalyst is CCO.[Pd]. The product is [C:1]([C:5]1[CH:10]=[C:9]([C:11]([F:14])([F:12])[F:13])[C:8]([NH2:15])=[CH:7][C:6]=1[O:18][CH3:19])([CH3:4])([CH3:2])[CH3:3]. The yield is 0.950. (5) The reactants are [O:1]1[C:5]2[CH:6]=[CH:7][C:8]([C:10]3[O:14][C:13]([SH:15])=[N:12][N:11]=3)=[CH:9][C:4]=2[CH:3]=[CH:2]1.[Cl:16][C:17]1[CH:24]=[CH:23][C:20]([CH2:21]Cl)=[CH:19][CH:18]=1. No catalyst specified. The product is [O:1]1[C:5]2[CH:6]=[CH:7][C:8]([C:10]3[O:14][C:13]([S:15][CH2:21][C:20]4[CH:23]=[CH:24][C:17]([Cl:16])=[CH:18][CH:19]=4)=[N:12][N:11]=3)=[CH:9][C:4]=2[CH:3]=[CH:2]1. The yield is 0.890. (6) The reactants are Br[C:2]1[CH:7]=[CH:6][C:5]([N:8]2[C:12]([CH2:13][C@@H:14]3[CH2:18][CH2:17][N:16]([C:19]([CH:21]4[CH2:23][CH2:22]4)=[O:20])[CH2:15]3)=[N:11][NH:10][C:9]2=[O:24])=[CH:4][CH:3]=1.Cl.[CH3:26][N:27]([CH3:44])[CH2:28][C:29]1[CH:34]=[CH:33][C:32](B2OC(C)(C)C(C)(C)O2)=[CH:31][CH:30]=1.C(=O)([O-])[O-].[K+].[K+]. The catalyst is O1CCOCC1.C1C=CC(P(C2C=CC=CC=2)[C-]2C=CC=C2)=CC=1.C1C=CC(P(C2C=CC=CC=2)[C-]2C=CC=C2)=CC=1.Cl[Pd]Cl.[Fe+2].ClCCl. The product is [CH:21]1([C:19]([N:16]2[CH2:17][CH2:18][C@@H:14]([CH2:13][C:12]3[N:8]([C:5]4[CH:6]=[CH:7][C:2]([C:32]5[CH:33]=[CH:34][C:29]([CH2:28][N:27]([CH3:44])[CH3:26])=[CH:30][CH:31]=5)=[CH:3][CH:4]=4)[C:9](=[O:24])[NH:10][N:11]=3)[CH2:15]2)=[O:20])[CH2:23][CH2:22]1. The yield is 0.280. (7) The reactants are [CH2:1]([N:8]1[CH2:17][CH2:16][C:15]2[C:14](Cl)=[N:13][CH:12]=[N:11][C:10]=2[CH2:9]1)[C:2]1[CH:7]=[CH:6][CH:5]=[CH:4][CH:3]=1.[F:19][C:20]([F:29])([F:28])[C:21]1[N:26]=[CH:25][C:24]([NH2:27])=[CH:23][CH:22]=1.I.O. The catalyst is O1CCOCC1. The product is [CH2:1]([N:8]1[CH2:17][CH2:16][C:15]2[C:14]([NH:27][C:24]3[CH:25]=[N:26][C:21]([C:20]([F:29])([F:19])[F:28])=[CH:22][CH:23]=3)=[N:13][CH:12]=[N:11][C:10]=2[CH2:9]1)[C:2]1[CH:7]=[CH:6][CH:5]=[CH:4][CH:3]=1. The yield is 0.950. (8) The reactants are Br.Br[CH2:3][C:4]([C:6]1[CH:11]=[CH:10][N:9]=[CH:8][CH:7]=1)=O.[CH2:12]([O:14][C:15](=[O:25])[CH2:16][C:17](=O)[C:18]1[CH:23]=[CH:22][CH:21]=[CH:20][CH:19]=1)[CH3:13].[H-].[Na+].C([O-])(=O)C.[NH4+:32]. The catalyst is C1COCC1. The product is [CH2:12]([O:14][C:15]([C:16]1[CH:3]=[C:4]([C:6]2[CH:11]=[CH:10][N:9]=[CH:8][CH:7]=2)[NH:32][C:17]=1[C:18]1[CH:23]=[CH:22][CH:21]=[CH:20][CH:19]=1)=[O:25])[CH3:13]. The yield is 0.600.